Regression. Given a peptide amino acid sequence and an MHC pseudo amino acid sequence, predict their binding affinity value. This is MHC class I binding data. From a dataset of Peptide-MHC class I binding affinity with 185,985 pairs from IEDB/IMGT. (1) The peptide sequence is VVMHINSPFK. The MHC is HLA-A33:01 with pseudo-sequence HLA-A33:01. The binding affinity (normalized) is 0.135. (2) The MHC is HLA-A02:03 with pseudo-sequence HLA-A02:03. The peptide sequence is IMSIGFEARI. The binding affinity (normalized) is 0.324. (3) The peptide sequence is IQPTSGCI. The MHC is Mamu-A01 with pseudo-sequence Mamu-A01. The binding affinity (normalized) is 0.120. (4) The peptide sequence is LMFYGKTGWK. The MHC is Mamu-B17 with pseudo-sequence Mamu-B17. The binding affinity (normalized) is 0.363. (5) The peptide sequence is PIHTAELLAA. The MHC is Patr-A0101 with pseudo-sequence Patr-A0101. The binding affinity (normalized) is 0. (6) The peptide sequence is RLPAYAPLL. The MHC is HLA-B83:01 with pseudo-sequence HLA-B83:01. The binding affinity (normalized) is 0.213. (7) The peptide sequence is VLVGGVLAA. The MHC is HLA-A68:02 with pseudo-sequence HLA-A68:02. The binding affinity (normalized) is 0.258. (8) The peptide sequence is FPVRPQVPH. The MHC is H-2-Ld with pseudo-sequence H-2-Ld. The binding affinity (normalized) is 0. (9) The peptide sequence is RGINDRNFW. The MHC is HLA-A30:01 with pseudo-sequence HLA-A30:01. The binding affinity (normalized) is 0.0847. (10) The peptide sequence is LECFVRSSPA. The MHC is H-2-Kb with pseudo-sequence H-2-Kb. The binding affinity (normalized) is 0.0919.